Dataset: Full USPTO retrosynthesis dataset with 1.9M reactions from patents (1976-2016). Task: Predict the reactants needed to synthesize the given product. (1) Given the product [CH2:1]([C:8]1[CH:9]=[C:10]([CH:13]=[CH:14][CH:15]=1)[CH2:11][Cl:18])[C:2]1[CH:7]=[CH:6][CH:5]=[CH:4][CH:3]=1, predict the reactants needed to synthesize it. The reactants are: [CH2:1]([C:8]1[CH:9]=[C:10]([CH:13]=[CH:14][CH:15]=1)[CH2:11]O)[C:2]1[CH:7]=[CH:6][CH:5]=[CH:4][CH:3]=1.O=S(Cl)[Cl:18]. (2) Given the product [F:29][C:30]1[CH:31]=[C:32]([NH:33][C:4](=[O:5])[CH2:3][C:2]([NH:7][C:8]2[CH:9]=[CH:10][CH:11]=[CH:12][CH:13]=2)=[O:1])[CH:34]=[CH:35][C:36]=1[O:37][C:38]1[CH:43]=[CH:42][N:41]=[C:40]2[CH:44]=[C:45]([I:47])[S:46][C:39]=12, predict the reactants needed to synthesize it. The reactants are: [O:1]=[C:2]([NH:7][C:8]1[CH:13]=[CH:12][CH:11]=[CH:10][CH:9]=1)[CH2:3][C:4](O)=[O:5].C1N(P(Cl)(N2C(=O)OCC2)=O)C(=O)OC1.[F:29][C:30]1[CH:31]=[C:32]([CH:34]=[CH:35][C:36]=1[O:37][C:38]1[CH:43]=[CH:42][N:41]=[C:40]2[CH:44]=[C:45]([I:47])[S:46][C:39]=12)[NH2:33].CCN(C(C)C)C(C)C. (3) Given the product [CH3:25][S:26]([NH:11][C:9]1[N:8]([C:12]2[CH:17]=[CH:16][CH:15]=[CH:14][CH:13]=2)[N:7]=[C:6]([C:4]([OH:3])=[O:5])[CH:10]=1)(=[O:28])=[O:27], predict the reactants needed to synthesize it. The reactants are: C([O:3][C:4]([C:6]1[CH:10]=[C:9]([NH2:11])[N:8]([C:12]2[CH:17]=[CH:16][CH:15]=[CH:14][CH:13]=2)[N:7]=1)=[O:5])C.C(N(CC)CC)C.[CH3:25][S:26](Cl)(=[O:28])=[O:27].[OH-].[Na+]. (4) Given the product [CH2:15]([O:14][C@H:13]1[C@H:12]([O:22][CH2:23][C:24]2[CH:29]=[CH:28][CH:27]=[CH:26][CH:25]=2)[C@@H:11]([O:30][CH2:31][C:32]2[CH:33]=[CH:34][CH:35]=[CH:36][CH:37]=2)[C:10]([C:40]2[CH:45]=[CH:44][C:43]([CH:46]3[CH2:48][CH2:47]3)=[C:42]([CH2:49][C:50]3[CH:59]=[CH:58][C:53]4[O:54][CH2:55][CH2:56][O:57][C:52]=4[CH:51]=3)[CH:41]=2)([O:38][CH3:39])[O:9][C@@H:8]1[CH2:7][OH:6])[C:16]1[CH:17]=[CH:18][CH:19]=[CH:20][CH:21]=1, predict the reactants needed to synthesize it. The reactants are: C([Si](C)(C)[O:6][CH2:7][C@@H:8]1[C@@H:13]([O:14][CH2:15][C:16]2[CH:21]=[CH:20][CH:19]=[CH:18][CH:17]=2)[C@H:12]([O:22][CH2:23][C:24]2[CH:29]=[CH:28][CH:27]=[CH:26][CH:25]=2)[C@@H:11]([O:30][CH2:31][C:32]2[CH:37]=[CH:36][CH:35]=[CH:34][CH:33]=2)[C:10]([C:40]2[CH:45]=[CH:44][C:43]([CH:46]3[CH2:48][CH2:47]3)=[C:42]([CH2:49][C:50]3[CH:59]=[CH:58][C:53]4[O:54][CH2:55][CH2:56][O:57][C:52]=4[CH:51]=3)[CH:41]=2)([O:38][CH3:39])[O:9]1)(C)(C)C.C(Cl)(C)=O. (5) Given the product [CH:25]([S:26]([NH:1][C:2]1[CH:3]=[CH:4][C:5]([NH:8][C:9](=[O:15])[O:10][C:11]([CH3:12])([CH3:14])[CH3:13])=[CH:6][CH:7]=1)(=[O:28])=[O:27])=[CH2:24], predict the reactants needed to synthesize it. The reactants are: [NH2:1][C:2]1[CH:7]=[CH:6][C:5]([NH:8][C:9](=[O:15])[O:10][C:11]([CH3:14])([CH3:13])[CH3:12])=[CH:4][CH:3]=1.C(N(CC)CC)C.Cl[CH2:24][CH2:25][S:26](Cl)(=[O:28])=[O:27].